From a dataset of Catalyst prediction with 721,799 reactions and 888 catalyst types from USPTO. Predict which catalyst facilitates the given reaction. (1) Reactant: [H-].[Na+].[O:3]=[C:4]1CC2[C:6](=[CH:7][C:8]([C:13]([O:15]C)=[O:14])=[CH:9][CH:10]=2)[NH:5]1.[CH3:17]I.O.[OH-].[Na+].[CH3:22][C:23](OC)([CH3:25])[CH3:24]. Product: [CH3:17][N:5]1[C:6]2[C:25](=[CH:10][CH:9]=[C:8]([C:13]([OH:15])=[O:14])[CH:7]=2)[C:23]([CH3:22])([CH3:24])[C:4]1=[O:3]. The catalyst class is: 1. (2) Reactant: Cl[C:2]1[C:7]([C:8]#[C:9][C:10]2[CH:11]=[N:12][C:13]([NH2:16])=[CH:14][CH:15]=2)=[C:6]([CH2:17][CH3:18])[N:5]=[CH:4][N:3]=1.[C:19]([O-:22])([O-])=O.[Cs+].[Cs+].[CH3:25][CH2:26]O.[CH3:28][OH:29]. Product: [CH3:28][O:29][C:19](=[O:22])[C:26]1[CH:25]=[CH:2][C:7]([C:2]2[C:7]([C:8]#[C:9][C:10]3[CH:11]=[N:12][C:13]([NH2:16])=[CH:14][CH:15]=3)=[C:6]([CH2:17][CH3:18])[N:5]=[CH:4][N:3]=2)=[CH:6][CH:17]=1. The catalyst class is: 628. (3) Reactant: C([O:8][C:9]1[N:14]=[CH:13][C:12]([C:15]2[CH:20]=[CH:19][C:18]([CH2:21][C:22]([NH:24][C:25]3[CH:30]=[CH:29][C:28]([C:31]#[N:32])=[C:27]([C:33]([F:36])([F:35])[F:34])[CH:26]=3)=[O:23])=[CH:17][C:16]=2[F:37])=[C:11]([O:38][CH2:39][CH3:40])[CH:10]=1)C1C=CC=CC=1. Product: [C:31]([C:28]1[CH:29]=[CH:30][C:25]([NH:24][C:22](=[O:23])[CH2:21][C:18]2[CH:19]=[CH:20][C:15]([C:12]3[C:11]([O:38][CH2:39][CH3:40])=[CH:10][C:9](=[O:8])[NH:14][CH:13]=3)=[C:16]([F:37])[CH:17]=2)=[CH:26][C:27]=1[C:33]([F:35])([F:36])[F:34])#[N:32]. The catalyst class is: 19. (4) Reactant: [NH2:1][C:2]1[CH:11]=[CH:10][CH:9]=[C:8]2[C:3]=1[C:4](=[O:21])[N:5]([CH:13]1[CH2:18][CH2:17][C:16](=[O:19])[NH:15][C:14]1=[O:20])[C:6]([CH3:12])=[N:7]2.[C:22](Cl)(=[O:29])[CH2:23][CH2:24][CH2:25][CH2:26][CH2:27][CH3:28]. Product: [O:20]=[C:14]1[CH:13]([N:5]2[C:4](=[O:21])[C:3]3[C:8](=[CH:9][CH:10]=[CH:11][C:2]=3[NH:1][C:22](=[O:29])[CH2:23][CH2:24][CH2:25][CH2:26][CH2:27][CH3:28])[N:7]=[C:6]2[CH3:12])[CH2:18][CH2:17][C:16](=[O:19])[NH:15]1. The catalyst class is: 7. (5) Reactant: [NH2:1][C@H:2]1[CH2:7][CH2:6][CH2:5][N:4]([C:8]2[CH:17]=[CH:16][C:15]3[C:14]([C:18]([NH:20][CH2:21][CH:22]4[CH2:27][CH2:26][CH2:25][CH2:24][CH2:23]4)=[O:19])=[C:13]([Cl:28])[CH:12]=[CH:11][C:10]=3[N:9]=2)[CH2:3]1.[Si:29]([O:36][CH2:37][CH:38]=O)([C:32]([CH3:35])([CH3:34])[CH3:33])([CH3:31])[CH3:30].C(O[BH-](OC(=O)C)OC(=O)C)(=O)C.[Na+]. Product: [Cl:28][C:13]1[CH:12]=[CH:11][C:10]2[N:9]=[C:8]([N:4]3[CH2:5][CH2:6][CH2:7][C@H:2]([NH:1][CH2:38][CH2:37][O:36][Si:29]([C:32]([CH3:35])([CH3:34])[CH3:33])([CH3:31])[CH3:30])[CH2:3]3)[CH:17]=[CH:16][C:15]=2[C:14]=1[C:18]([NH:20][CH2:21][CH:22]1[CH2:23][CH2:24][CH2:25][CH2:26][CH2:27]1)=[O:19]. The catalyst class is: 4. (6) Reactant: Cl.[NH:2]1[C:7]2[N:8]=[CH:9][CH:10]=[CH:11][C:6]=2[C:5]2([CH2:16][CH2:15][NH:14][CH2:13][CH2:12]2)[O:4][C:3]1=[O:17].[Cl:18][C:19]1[C:24]2[NH:25][C:26]([CH:28]3[CH2:32][CH2:31][O:30][CH2:29]3)=[N:27][C:23]=2[CH:22]=[C:21]([O:33][C:34]2[CH:39]=[C:38](Cl)[N:37]=[CH:36][N:35]=2)[CH:20]=1.CCN(C(C)C)C(C)C. Product: [Cl:18][C:19]1[C:24]2[NH:25][C:26]([CH:28]3[CH2:32][CH2:31][O:30][CH2:29]3)=[N:27][C:23]=2[CH:22]=[C:21]([O:33][C:34]2[N:35]=[CH:36][N:37]=[C:38]([N:14]3[CH2:13][CH2:12][C:5]4([O:4][C:3](=[O:17])[NH:2][C:7]5[N:8]=[CH:9][CH:10]=[CH:11][C:6]4=5)[CH2:16][CH2:15]3)[CH:39]=2)[CH:20]=1. The catalyst class is: 3. (7) Reactant: [CH2:1]([O:3][C:4](=[O:16])[C:5]([C:8]1[CH:13]=[CH:12][CH:11]=[C:10]([O:14]C)[CH:9]=1)([CH3:7])[CH3:6])[CH3:2].B(Br)(Br)Br.C([O-])(O)=O.[Na+]. Product: [CH2:1]([O:3][C:4](=[O:16])[C:5]([C:8]1[CH:13]=[CH:12][CH:11]=[C:10]([OH:14])[CH:9]=1)([CH3:7])[CH3:6])[CH3:2]. The catalyst class is: 4. (8) Product: [NH2:5][CH2:4][C:3]([N:13]1[CH2:18][CH2:17][CH2:16][C@@H:15]([NH:19][C:20]2[CH:25]=[N:24][CH:23]=[C:22]([C:26]3[CH:27]=[N:28][N:29]4[CH:34]=[CH:33][CH:32]=[CH:31][C:30]=34)[N:21]=2)[CH2:14]1)=[O:2]. The catalyst class is: 169. Reactant: Cl.[O:2]=[C:3]([N:13]1[CH2:18][CH2:17][CH2:16][C@@H:15]([NH:19][C:20]2[CH:25]=[N:24][CH:23]=[C:22]([C:26]3[CH:27]=[N:28][N:29]4[CH:34]=[CH:33][CH:32]=[CH:31][C:30]=34)[N:21]=2)[CH2:14]1)[CH2:4][NH:5]C(=O)OC(C)(C)C.